This data is from Full USPTO retrosynthesis dataset with 1.9M reactions from patents (1976-2016). The task is: Predict the reactants needed to synthesize the given product. (1) Given the product [CH3:11][O:10][C:9]1[CH:8]=[CH:7][C:4]([C:5]#[N:6])=[CH:3][C:2]=1[B:12]1[O:16][C:15]([CH3:18])([CH3:17])[C:14]([CH3:20])([CH3:19])[O:13]1, predict the reactants needed to synthesize it. The reactants are: Br[C:2]1[CH:3]=[C:4]([CH:7]=[CH:8][C:9]=1[O:10][CH3:11])[C:5]#[N:6].[B:12]1([B:12]2[O:16][C:15]([CH3:18])([CH3:17])[C:14]([CH3:20])([CH3:19])[O:13]2)[O:16][C:15]([CH3:18])([CH3:17])[C:14]([CH3:20])([CH3:19])[O:13]1.C([O-])(=O)C.[K+]. (2) The reactants are: [Br:1][C:2]1[CH:7]=[CH:6][C:5]([OH:8])=[CH:4][C:3]=1[F:9].CC1C=CC(S(O[CH:21]2[CH2:24][CH2:23][CH2:22]2)(=O)=O)=CC=1.C(=O)([O-])[O-].[Cs+].[Cs+]. Given the product [Br:1][C:2]1[CH:7]=[CH:6][C:5]([O:8][CH:21]2[CH2:24][CH2:23][CH2:22]2)=[CH:4][C:3]=1[F:9], predict the reactants needed to synthesize it. (3) Given the product [CH2:1]([N:8]1[CH2:12][CH:11]([N:13]([CH2:35][C:34]2[CH:37]=[CH:38][C:39]([Cl:40])=[C:32]([Cl:31])[CH:33]=2)[CH3:14])[CH2:10][CH:9]1[C:15]([N:17]1[CH2:22][CH2:21][N:20]([C:23]2[CH:30]=[CH:29][CH:28]=[CH:27][C:24]=2[C:25]#[N:26])[CH2:19][CH2:18]1)=[O:16])[C:2]1[CH:7]=[CH:6][CH:5]=[CH:4][CH:3]=1, predict the reactants needed to synthesize it. The reactants are: [CH2:1]([N:8]1[CH2:12][CH:11]([NH:13][CH3:14])[CH2:10][CH:9]1[C:15]([N:17]1[CH2:22][CH2:21][N:20]([C:23]2[CH:30]=[CH:29][CH:28]=[CH:27][C:24]=2[C:25]#[N:26])[CH2:19][CH2:18]1)=[O:16])[C:2]1[CH:7]=[CH:6][CH:5]=[CH:4][CH:3]=1.[Cl:31][C:32]1[CH:33]=[C:34]([CH:37]=[CH:38][C:39]=1[Cl:40])[CH:35]=O.[BH-](OC(C)=O)(OC(C)=O)OC(C)=O.[Na+].CCN(CC)CC. (4) Given the product [CH3:30][O:1][C:2]1[CH:7]=[CH:6][CH:5]=[CH:4][C:3]=1[C:8]1[C:9]([C:21]([N:23]2[CH2:27][CH2:26][CH2:25][CH2:24]2)=[O:22])=[C:10]2[C:15](=[CH:16][CH:17]=1)[NH:14][C:13]([CH3:19])([CH3:18])[CH:12]=[C:11]2[CH3:20], predict the reactants needed to synthesize it. The reactants are: [OH:1][C:2]1[CH:7]=[CH:6][CH:5]=[CH:4][C:3]=1[C:8]1[C:9]([C:21]([N:23]2[CH2:27][CH2:26][CH2:25][CH2:24]2)=[O:22])=[C:10]2[C:15](=[CH:16][CH:17]=1)[NH:14][C:13]([CH3:19])([CH3:18])[CH:12]=[C:11]2[CH3:20].CI.[C:30](=O)([O-])[O-].[K+].[K+]. (5) Given the product [OH:37][C:9]1[CH:8]=[CH:13][CH:12]=[C:11]([C:14]#[C:15][C:16]2[CH:21]=[CH:20][C:19]([C:22]([F:25])([F:24])[F:23])=[CH:18][CH:17]=2)[CH:10]=1, predict the reactants needed to synthesize it. The reactants are: O1CCCCC1O[C:8]1[CH:13]=[CH:12][C:11]([C:14]#[C:15][C:16]2[CH:21]=[CH:20][C:19]([C:22]([F:25])([F:24])[F:23])=[CH:18][CH:17]=2)=[CH:10][CH:9]=1.C(Cl)Cl.CC1C=CC(S(O)(=O)=[O:37])=CC=1. (6) Given the product [N:1]1([C:8]2[CH:13]=[CH:12][C:11]([C:14]3[CH:19]=[CH:18][C:17]([O:20][CH2:21][CH2:22][O:23][CH2:24][CH2:25][CH2:26][CH3:27])=[CH:16][CH:15]=3)=[CH:10][C:9]=2/[CH:28]=[C:29](\[CH2:35][CH3:36])/[C:30]([OH:32])=[O:31])[CH2:2][CH2:3][CH2:4][CH2:5][CH2:6][CH2:7]1, predict the reactants needed to synthesize it. The reactants are: [N:1]1([C:8]2[CH:13]=[CH:12][C:11]([C:14]3[CH:19]=[CH:18][C:17]([O:20][CH2:21][CH2:22][O:23][CH2:24][CH2:25][CH2:26][CH3:27])=[CH:16][CH:15]=3)=[CH:10][C:9]=2/[CH:28]=[C:29](\[CH2:35][CH3:36])/[C:30]([O:32]CC)=[O:31])[CH2:7][CH2:6][CH2:5][CH2:4][CH2:3][CH2:2]1.[OH-].[Na+].Cl. (7) Given the product [C:9]([CH2:8][C:3]1[CH:4]=[CH:5][CH:6]=[CH:7][C:2]=1[C:17]1[CH:18]=[CH:19][C:14]([C:11]([OH:13])=[O:12])=[CH:15][CH:16]=1)#[N:10], predict the reactants needed to synthesize it. The reactants are: Br[C:2]1[CH:7]=[CH:6][CH:5]=[CH:4][C:3]=1[CH2:8][C:9]#[N:10].[C:11]([C:14]1[CH:19]=[CH:18][C:17](B(O)O)=[CH:16][CH:15]=1)([OH:13])=[O:12].C(=O)([O-])[O-].[K+].[K+]. (8) Given the product [N+:33]([C:17]1[C:18]([N:20]2[CH2:25][CH2:24][N:23]([C:26]3[CH:31]=[CH:30][CH:29]=[CH:28][C:27]=3[CH3:32])[CH2:22][CH2:21]2)=[CH:19][C:2]([CH:44]=[CH2:45])=[C:3]([CH:16]=1)[C:4]([NH:6][CH2:7][CH2:8][CH2:9][N:10]1[CH2:14][CH2:13][CH2:12][C:11]1=[O:15])=[O:5])([O-:35])=[O:34], predict the reactants needed to synthesize it. The reactants are: Cl[C:2]1[CH:19]=[C:18]([N:20]2[CH2:25][CH2:24][N:23]([C:26]3[CH:31]=[CH:30][CH:29]=[CH:28][C:27]=3[CH3:32])[CH2:22][CH2:21]2)[C:17]([N+:33]([O-:35])=[O:34])=[CH:16][C:3]=1[C:4]([NH:6][CH2:7][CH2:8][CH2:9][N:10]1[CH2:14][CH2:13][CH2:12][C:11]1=[O:15])=[O:5].P([O-])([O-])([O-])=O.[K+].[K+].[K+].[CH:44]1(P(C2CCCCC2)C2CCCCC2)CCCC[CH2:45]1.C([Sn](CCCC)(CCCC)C=C)CCC. (9) Given the product [CH3:1][C:2]1([CH3:9])[NH:6][C:5](=[O:7])[N:4]([S:22]([C:12]2[C:21]3[C:16](=[CH:17][CH:18]=[CH:19][CH:20]=3)[CH:15]=[CH:14][CH:13]=2)(=[O:24])=[O:23])[C:3]1=[O:8], predict the reactants needed to synthesize it. The reactants are: [CH3:1][C:2]1([CH3:9])[NH:6][C:5](=[O:7])[NH:4][C:3]1=[O:8].[H-].[Na+].[C:12]1([S:22](Cl)(=[O:24])=[O:23])[C:21]2[C:16](=[CH:17][CH:18]=[CH:19][CH:20]=2)[CH:15]=[CH:14][CH:13]=1.